This data is from Forward reaction prediction with 1.9M reactions from USPTO patents (1976-2016). The task is: Predict the product of the given reaction. The product is: [OH:61][C:34]1([C:30]2[CH:31]=[CH:32][CH:33]=[C:28]([C:26]3[NH:27][N:7]=[N:6][N:5]=3)[CH:29]=2)[CH2:39][CH2:38][CH:37]([N:40]2[CH2:41][CH:42]([NH:44][C:45]([CH2:47][NH:48][C:49](=[O:60])[C:50]3[CH:55]=[CH:54][CH:53]=[C:52]([C:56]([F:58])([F:59])[F:57])[CH:51]=3)=[O:46])[CH2:43]2)[CH2:36][CH2:35]1. Given the reactants [Si]([N:5]=[N+:6]=[N-:7])(C)(C)C.CCCC[N+](CCCC)(CCCC)CCCC.[F-].[C:26]([C:28]1[CH:29]=[C:30]([C:34]2([OH:61])[CH2:39][CH2:38][CH:37]([N:40]3[CH2:43][CH:42]([NH:44][C:45]([CH2:47][NH:48][C:49](=[O:60])[C:50]4[CH:55]=[CH:54][CH:53]=[C:52]([C:56]([F:59])([F:58])[F:57])[CH:51]=4)=[O:46])[CH2:41]3)[CH2:36][CH2:35]2)[CH:31]=[CH:32][CH:33]=1)#[N:27].O, predict the reaction product.